This data is from Reaction yield outcomes from USPTO patents with 853,638 reactions. The task is: Predict the reaction yield, written as a fraction of the theoretical maximum amount of product (1.0 means a 100% yield; for example, 0.34 means a 34% yield). (1) The reactants are [CH:1]([NH:4][S:5]([C:8]1[CH:9]=[C:10]([C:14]2[C:23]([CH3:25])([CH3:24])[CH2:22][C:21]3[C:16](=[CH:17][CH:18]=[C:19]([C:26]([O:28][CH3:29])=[O:27])[CH:20]=3)[N:15]=2)[CH:11]=[CH:12][CH:13]=1)(=[O:7])=[O:6])([CH3:3])[CH3:2]. The catalyst is CO.[Pd]. The product is [CH:1]([NH:4][S:5]([C:8]1[CH:9]=[C:10]([CH:14]2[C:23]([CH3:25])([CH3:24])[CH2:22][C:21]3[C:16](=[CH:17][CH:18]=[C:19]([C:26]([O:28][CH3:29])=[O:27])[CH:20]=3)[NH:15]2)[CH:11]=[CH:12][CH:13]=1)(=[O:7])=[O:6])([CH3:3])[CH3:2]. The yield is 0.280. (2) The reactants are [CH2:1]([N:8]1[C:16]2[C:11](=[N:12][C:13]([Cl:17])=[CH:14][CH:15]=2)[CH:10]=[C:9]1Br)[C:2]1[CH:7]=[CH:6][CH:5]=[CH:4][CH:3]=1.C([Sn](CCCC)(CCCC)[C:24]1[CH:29]=[CH:28][CH:27]=[CH:26][N:25]=1)CCC. The catalyst is C1(C)C=CC=CC=1.C1C=CC([P]([Pd]([P](C2C=CC=CC=2)(C2C=CC=CC=2)C2C=CC=CC=2)([P](C2C=CC=CC=2)(C2C=CC=CC=2)C2C=CC=CC=2)[P](C2C=CC=CC=2)(C2C=CC=CC=2)C2C=CC=CC=2)(C2C=CC=CC=2)C2C=CC=CC=2)=CC=1. The product is [CH2:1]([N:8]1[C:16]2[C:11](=[N:12][C:13]([Cl:17])=[CH:14][CH:15]=2)[CH:10]=[C:9]1[C:24]1[CH:29]=[CH:28][CH:27]=[CH:26][N:25]=1)[C:2]1[CH:7]=[CH:6][CH:5]=[CH:4][CH:3]=1. The yield is 0.400. (3) The reactants are [ClH:1].C(OC([N:9]1[CH2:13][C@H:12]([O:14][CH2:15][CH2:16][C:17]([OH:20])([CH3:19])[CH3:18])[CH2:11][C@@H:10]1[C@H:21]1[O:25]C(C)(C)[N:23]([C:28](=[O:30])[CH3:29])[C@H:22]1[CH2:31][C:32]1[CH:37]=[C:36]([F:38])[CH:35]=[C:34]([F:39])[CH:33]=1)=O)(C)(C)C. The catalyst is O1CCOCC1. The product is [ClH:1].[F:38][C:36]1[CH:37]=[C:32]([CH:33]=[C:34]([F:39])[CH:35]=1)[CH2:31][C@H:22]([NH:23][C:28](=[O:30])[CH3:29])[C@H:21]([OH:25])[C@H:10]1[CH2:11][C@@H:12]([O:14][CH2:15][CH2:16][C:17]([OH:20])([CH3:19])[CH3:18])[CH2:13][NH:9]1. The yield is 1.00. (4) The yield is 1.00. The product is [CH2:1]([O:3][C:4](=[O:28])[CH2:5][C:6]1[CH:11]=[C:10]([C:34]2[CH:35]=[CH:36][C:31]([C:30]([F:41])([F:40])[F:29])=[CH:32][CH:33]=2)[CH:9]=[C:8]([O:20][CH2:21][C:22]2[CH:23]=[CH:24][CH:25]=[CH:26][CH:27]=2)[CH:7]=1)[CH3:2]. The catalyst is CCOC(C)=O. The reactants are [CH2:1]([O:3][C:4](=[O:28])[CH2:5][C:6]1[CH:11]=[C:10](OS(C(F)(F)F)(=O)=O)[CH:9]=[C:8]([O:20][CH2:21][C:22]2[CH:27]=[CH:26][CH:25]=[CH:24][CH:23]=2)[CH:7]=1)[CH3:2].[F:29][C:30]([F:41])([F:40])[C:31]1[CH:36]=[CH:35][C:34](B(O)O)=[CH:33][CH:32]=1.COCCOC.C([O-])([O-])=O.[Na+].[Na+].